This data is from Peptide-MHC class II binding affinity with 134,281 pairs from IEDB. The task is: Regression. Given a peptide amino acid sequence and an MHC pseudo amino acid sequence, predict their binding affinity value. This is MHC class II binding data. (1) The peptide sequence is GELQIVDKIDAIFKI. The MHC is DRB3_0202 with pseudo-sequence DRB3_0202. The binding affinity (normalized) is 0.250. (2) The peptide sequence is GTLQIVDKIDAAFKI. The MHC is DRB3_0101 with pseudo-sequence DRB3_0101. The binding affinity (normalized) is 0.644. (3) The peptide sequence is TDISEMGANFKADRV. The MHC is DRB1_0701 with pseudo-sequence DRB1_0701. The binding affinity (normalized) is 0.0895. (4) The peptide sequence is VGKMYFNLIDTKC. The MHC is DRB3_0101 with pseudo-sequence DRB3_0101. The binding affinity (normalized) is 0. (5) The peptide sequence is MAGAGPAPMLAAAAG. The MHC is HLA-DQA10501-DQB10201 with pseudo-sequence HLA-DQA10501-DQB10201. The binding affinity (normalized) is 0.457. (6) The peptide sequence is EIPDVLNSLAVAWMILRA. The MHC is DRB1_0405 with pseudo-sequence DRB1_0405. The binding affinity (normalized) is 0.